Dataset: Forward reaction prediction with 1.9M reactions from USPTO patents (1976-2016). Task: Predict the product of the given reaction. (1) Given the reactants [CH3:1][NH:2][CH2:3][CH2:4][CH2:5][C@:6]1([C:17]2[CH:18]=[CH:19][C:20]([F:23])=[CH:21][CH:22]=2)[O:14][CH2:13][C:12]2[CH:11]=[C:10]([C:15]#[N:16])[CH:9]=[CH:8][C:7]1=2.[C:24]1(C)C=CC(C([C@@:32]([C:48]([OH:50])=[O:49])([OH:47])[C@@:32](C(C2C=CC(C)=CC=2)=O)([OH:47])[C:48]([OH:50])=[O:49])=O)=C[CH:24]=1.Cl, predict the reaction product. The product is: [CH3:1][N:2]([CH2:3][CH2:4][CH2:5][C@@:6]1([C:17]2[CH:18]=[CH:19][C:20]([F:23])=[CH:21][CH:22]=2)[O:14][CH2:13][C:12]2[CH:11]=[C:10]([C:15]#[N:16])[CH:9]=[CH:8][C:7]1=2)[CH3:24].[C:32]([OH:14])([C:48]([OH:50])=[O:49])=[O:47]. (2) Given the reactants [C:1]1([C:7]2[CH:8]=[CH:9][C:10]3[N:11]([C:13]([CH2:16][C:17]4[CH:18]=[C:19]([NH2:24])[C:20]([NH2:23])=[CH:21][CH:22]=4)=[N:14][N:15]=3)[N:12]=2)[CH:6]=[CH:5][CH:4]=[CH:3][CH:2]=1.[CH:25](O)=O, predict the reaction product. The product is: [N:23]1[C:20]2[CH:21]=[CH:22][C:17]([CH2:16][C:13]3[N:11]4[N:12]=[C:7]([C:1]5[CH:6]=[CH:5][CH:4]=[CH:3][CH:2]=5)[CH:8]=[CH:9][C:10]4=[N:15][N:14]=3)=[CH:18][C:19]=2[NH:24][CH:25]=1. (3) Given the reactants C(OC(=O)[NH:6][C:7]1[CH:12]=[C:11]([C:13]2[N:14]=[C:15]([C:25]([CH3:28])([CH3:27])[CH3:26])[S:16][C:17]=2[C:18]2[CH:23]=[CH:22][N:21]=[C:20]([Cl:24])[N:19]=2)[CH:10]=[CH:9][C:8]=1[F:29])C=C.CC(O)=O.C([SnH](CCCC)CCCC)CCC, predict the reaction product. The product is: [Cl:24][C:20]1[N:19]=[C:18]([C:17]2[S:16][C:15]([C:25]([CH3:28])([CH3:27])[CH3:26])=[N:14][C:13]=2[C:11]2[CH:10]=[CH:9][C:8]([F:29])=[C:7]([CH:12]=2)[NH2:6])[CH:23]=[CH:22][N:21]=1. (4) The product is: [CH3:4][C:2]([O:5][C:6]([NH:8][C@@H:9]([CH2:16][CH:17]([CH3:19])[CH3:18])/[CH:10]=[CH:11]/[C:12]([OH:14])=[O:13])=[O:7])([CH3:1])[CH3:3]. Given the reactants [CH3:1][C:2]([O:5][C:6]([NH:8][C@@H:9]([CH2:16][CH:17]([CH3:19])[CH3:18])/[CH:10]=[CH:11]/[C:12]([O:14]C)=[O:13])=[O:7])([CH3:4])[CH3:3].O.[Li+].[OH-], predict the reaction product. (5) Given the reactants [Br:1][C:2]1[CH:3]=[C:4]2[C:9](=[CH:10][C:11]=1[OH:12])[O:8][C:7]([CH3:14])([CH3:13])[CH2:6][C:5]2=[O:15].[C:16](=O)([O-])[O-].[K+].[K+].IC.O, predict the reaction product. The product is: [Br:1][C:2]1[CH:3]=[C:4]2[C:9](=[CH:10][C:11]=1[O:12][CH3:16])[O:8][C:7]([CH3:13])([CH3:14])[CH2:6][C:5]2=[O:15]. (6) Given the reactants [NH2:1][C@H:2]1[CH2:6][CH2:5][N:4]([C:7]2[CH:8]=[CH:9][C:10]3[CH2:16][N:15]([C:17]([O:19][C:20]([CH3:23])([CH3:22])[CH3:21])=[O:18])[CH2:14][CH2:13][CH2:12][C:11]=3[C:24]=2[F:25])[C:3]1=[O:26].[Cl:27][C:28]1[S:32][C:31](/[CH:33]=[CH:34]/[S:35](N[C@H]2CCN(C3C=CC4CN(C(OC(C)(C)C)=O)CCCC=4C=3)C2=O)(=[O:37])=[O:36])=[CH:30][CH:29]=1, predict the reaction product. The product is: [Cl:27][C:28]1[S:32][C:31](/[CH:33]=[CH:34]/[S:35]([NH:1][C@H:2]2[CH2:6][CH2:5][N:4]([C:7]3[CH:8]=[CH:9][C:10]4[CH2:16][N:15]([C:17]([O:19][C:20]([CH3:22])([CH3:23])[CH3:21])=[O:18])[CH2:14][CH2:13][CH2:12][C:11]=4[C:24]=3[F:25])[C:3]2=[O:26])(=[O:37])=[O:36])=[CH:30][CH:29]=1. (7) The product is: [F:30][C:12]1[C:13]([C:15]2[N:19]([CH:20]3[CH2:25][CH2:24][O:23][CH2:22][CH2:21]3)[C:18]([C:26]([F:29])([F:27])[F:28])=[N:17][CH:16]=2)=[N:7][C:6]([NH2:8])=[N:5][CH:11]=1. Given the reactants C(=O)(O)O.[NH2:5][C:6]([NH2:8])=[NH:7].CN(C)/[CH:11]=[C:12](\[F:30])/[C:13]([C:15]1[N:19]([CH:20]2[CH2:25][CH2:24][O:23][CH2:22][CH2:21]2)[C:18]([C:26]([F:29])([F:28])[F:27])=[N:17][CH:16]=1)=O, predict the reaction product. (8) Given the reactants Cl.[C:2](Cl)(=[O:9])[C:3]1[CH:8]=[CH:7][CH:6]=[N:5][CH:4]=1.[NH2:11][CH2:12][CH2:13][CH2:14][O:15][C:16]1[CH:17]=[CH:18][C:19]2[C:20]3[N:29]([CH2:30][CH:31]([CH3:33])[CH3:32])[C:28]([CH2:34][CH2:35][CH3:36])=[N:27][C:21]=3[C:22]([NH2:26])=[N:23][C:24]=2[CH:25]=1.C(N(CC)CC)C.C(=O)(O)[O-].[Na+], predict the reaction product. The product is: [NH2:26][C:22]1[C:21]2[N:27]=[C:28]([CH2:34][CH2:35][CH3:36])[N:29]([CH2:30][CH:31]([CH3:33])[CH3:32])[C:20]=2[C:19]2[CH:18]=[CH:17][C:16]([O:15][CH2:14][CH2:13][CH2:12][NH:11][C:2](=[O:9])[C:3]3[CH:8]=[CH:7][CH:6]=[N:5][CH:4]=3)=[CH:25][C:24]=2[N:23]=1. (9) Given the reactants [CH:1]([C@:4]1([C:17]([N:19]2[CH2:24][CH2:23][N:22]([C:25]3[CH:30]=[CH:29][CH:28]=[C:27]([C:31]([F:34])([F:33])[F:32])[CH:26]=3)[CH2:21][CH2:20]2)=[O:18])[CH2:8][CH2:7][C@@H:6]([NH:9]C(=O)OC(C)(C)C)[CH2:5]1)([CH3:3])[CH3:2].[F:35][C:36]([F:41])([F:40])[C:37]([OH:39])=[O:38], predict the reaction product. The product is: [F:35][C:36]([F:41])([F:40])[C:37]([OH:39])=[O:38].[F:35][C:36]([F:41])([F:40])[C:37]([OH:39])=[O:38].[CH:1]([C@:4]1([C:17]([N:19]2[CH2:24][CH2:23][N:22]([C:25]3[CH:30]=[CH:29][CH:28]=[C:27]([C:31]([F:33])([F:34])[F:32])[CH:26]=3)[CH2:21][CH2:20]2)=[O:18])[CH2:8][CH2:7][C@@H:6]([NH2:9])[CH2:5]1)([CH3:3])[CH3:2].